Dataset: Peptide-MHC class I binding affinity with 185,985 pairs from IEDB/IMGT. Task: Regression. Given a peptide amino acid sequence and an MHC pseudo amino acid sequence, predict their binding affinity value. This is MHC class I binding data. The peptide sequence is MPILTLTRAL. The MHC is HLA-A30:01 with pseudo-sequence HLA-A30:01. The binding affinity (normalized) is 0.179.